Predict which catalyst facilitates the given reaction. From a dataset of Catalyst prediction with 721,799 reactions and 888 catalyst types from USPTO. (1) Reactant: [OH:1][CH2:2][CH2:3][N:4]1[CH2:8][C@@H:7]2[CH2:9][N:10]([C:12]([O:14][C:15]([CH3:18])([CH3:17])[CH3:16])=[O:13])[CH2:11][C@@H:6]2[CH2:5]1.CCN(C(C)C)C(C)C.[CH3:28][S:29](Cl)(=[O:31])=[O:30]. Product: [CH3:28][S:29]([O:1][CH2:2][CH2:3][N:4]1[CH2:8][C@@H:7]2[CH2:9][N:10]([C:12]([O:14][C:15]([CH3:18])([CH3:17])[CH3:16])=[O:13])[CH2:11][C@@H:6]2[CH2:5]1)(=[O:31])=[O:30]. The catalyst class is: 2. (2) Reactant: [Cl:1][C:2]1[CH:7]=[C:6]([C:8]([F:11])([F:10])[F:9])[CH:5]=[CH:4][C:3]=1[CH2:12][C:13]([OH:15])=O.[F:16][C:17]1[CH:22]=[CH:21][C:20]([N:23]2[C:31]3[CH2:30][CH2:29][CH2:28][NH:27][C:26]=3[CH:25]=[N:24]2)=[CH:19][CH:18]=1.CCN(C(C)C)C(C)C. Product: [Cl:1][C:2]1[CH:7]=[C:6]([C:8]([F:9])([F:10])[F:11])[CH:5]=[CH:4][C:3]=1[CH2:12][C:13]([N:27]1[CH2:28][CH2:29][CH2:30][C:31]2[N:23]([C:20]3[CH:21]=[CH:22][C:17]([F:16])=[CH:18][CH:19]=3)[N:24]=[CH:25][C:26]1=2)=[O:15]. The catalyst class is: 3. (3) Reactant: [C:1]([O:5][C:6]([NH:8][C:9]([CH3:14])([CH3:13])[C:10]([OH:12])=O)=[O:7])([CH3:4])([CH3:3])[CH3:2].O=C1N(P(Cl)(N2CCOC2=O)=O)CCO1.Cl.[CH3:31][NH:32][O:33][CH3:34].C(N(CC)CC)C. Product: [C:1]([O:5][C:6](=[O:7])[NH:8][C:9]([C:10](=[O:12])[N:32]([O:33][CH3:34])[CH3:31])([CH3:14])[CH3:13])([CH3:2])([CH3:3])[CH3:4]. The catalyst class is: 2. (4) Reactant: [Li][CH2:2][CH2:3][CH2:4][CH3:5].[CH3:6][O:7][C:8]1[CH:9]=[C:10]2[C:15](=[CH:16][CH:17]=1)[C:14]([O:18][C:19]1[CH:26]=[CH:25]C(C=O)=[CH:21][CH:20]=1)=[C:13]([C:27]1[CH:31]=[CH:30][S:29][CH:28]=1)[C:12]([CH3:32])=[CH:11]2.[CH3:33][C:34](C)=[O:35].C(=O)=[O:38]. Product: [CH2:34]([O:35][C:2](=[O:38])[CH:3]=[CH:4][C:5]1[CH:25]=[CH:26][C:19]([O:18][C:14]2[C:15]3[C:10](=[CH:9][C:8]([O:7][CH3:6])=[CH:17][CH:16]=3)[CH:11]=[C:12]([CH3:32])[C:13]=2[C:27]2[CH:31]=[CH:30][S:29][CH:28]=2)=[CH:20][CH:21]=1)[CH3:33]. The catalyst class is: 1. (5) Reactant: [C:1]([O:5][C:6]([N:8]1[CH2:13][CH2:12][C:11](=O)[CH2:10][CH2:9]1)=[O:7])([CH3:4])([CH3:3])[CH3:2].[C:15]([O:19][C:20](=[O:23])[NH:21][NH2:22])([CH3:18])([CH3:17])[CH3:16]. Product: [C:1]([O:5][C:6]([N:8]1[CH2:13][CH2:12][C:11](=[N:22][NH:21][C:20]([O:19][C:15]([CH3:18])([CH3:17])[CH3:16])=[O:23])[CH2:10][CH2:9]1)=[O:7])([CH3:4])([CH3:3])[CH3:2]. The catalyst class is: 81. (6) The catalyst class is: 474. Reactant: [NH2:1][C:2]1[N:7]=[CH:6][C:5]([OH:8])=[CH:4][N:3]=1.CC(C)([O-])C.[K+].[Cl:15][C:16]1[CH:21]=[C:20](Cl)[CH:19]=[CH:18][N:17]=1. Product: [Cl:15][C:16]1[CH:21]=[C:20]([O:8][C:5]2[CH:4]=[N:3][C:2]([NH2:1])=[N:7][CH:6]=2)[CH:19]=[CH:18][N:17]=1. (7) Reactant: [Br:1][C:2]1[CH:7]=[C:6]([Cl:8])[C:5]([S:9][CH3:10])=[CH:4][C:3]=1[NH:11][C:12]([N:14]1[CH:19]=[CH:18][C:17](=[O:20])[CH2:16][CH:15]1[C:21]1[CH:26]=[CH:25][C:24]([F:27])=[CH:23][CH:22]=1)=[O:13].[OH:28]OS([O-])=O.[K+].[OH2:34]. Product: [Br:1][C:2]1[CH:7]=[C:6]([Cl:8])[C:5]([S:9]([CH3:10])(=[O:28])=[O:34])=[CH:4][C:3]=1[NH:11][C:12]([N:14]1[CH:19]=[CH:18][C:17](=[O:20])[CH2:16][CH:15]1[C:21]1[CH:22]=[CH:23][C:24]([F:27])=[CH:25][CH:26]=1)=[O:13]. The catalyst class is: 449. (8) Reactant: C(OC([N:8]1[CH2:13][CH2:12][NH:11][C@@H:10]([CH2:14][O:15][C:16]2[CH:21]=[CH:20][CH:19]=[CH:18][C:17]=2[F:22])[CH2:9]1)=O)(C)(C)C.Cl. Product: [F:22][C:17]1[CH:18]=[CH:19][CH:20]=[CH:21][C:16]=1[O:15][CH2:14][C@H:10]1[CH2:9][NH:8][CH2:13][CH2:12][NH:11]1. The catalyst class is: 12. (9) Reactant: [NH2:1][C:2]1[CH:7]=[C:6]([O:8][C:9]2[C:14]([F:15])=[CH:13][C:12]([NH:16][C:17]([C:19]3([C:22]([NH:24][C:25]4[CH:30]=[CH:29][C:28]([F:31])=[CH:27][CH:26]=4)=[O:23])[CH2:21][CH2:20]3)=[O:18])=[C:11]([F:32])[CH:10]=2)[CH:5]=[CH:4][N:3]=1.[F:33][C:34]([CH3:39])([CH3:38])[C:35](O)=[O:36].CN(C(ON1N=NC2C=CC=NC1=2)=[N+](C)C)C.F[P-](F)(F)(F)(F)F.CCN(C(C)C)C(C)C. Product: [F:32][C:11]1[CH:10]=[C:9]([O:8][C:6]2[CH:5]=[CH:4][N:3]=[C:2]([NH:1][C:35](=[O:36])[C:34]([F:33])([CH3:39])[CH3:38])[CH:7]=2)[C:14]([F:15])=[CH:13][C:12]=1[NH:16][C:17]([C:19]1([C:22]([NH:24][C:25]2[CH:26]=[CH:27][C:28]([F:31])=[CH:29][CH:30]=2)=[O:23])[CH2:21][CH2:20]1)=[O:18]. The catalyst class is: 2.